Dataset: Full USPTO retrosynthesis dataset with 1.9M reactions from patents (1976-2016). Task: Predict the reactants needed to synthesize the given product. (1) Given the product [CH3:47][S:48]([O:1][CH2:2][C:3]1[CH:8]=[CH:7][C:6]([C:9]2[CH:10]=[C:11]3[C:16](=[C:17]([O:19][CH2:20][O:21][CH2:22][CH2:23][Si:24]([CH3:26])([CH3:27])[CH3:25])[CH:18]=2)[N:15]=[CH:14][N:13]([CH2:28][O:29][CH2:30][CH2:31][Si:32]([CH3:35])([CH3:34])[CH3:33])[C:12]3=[O:36])=[C:5]([CH2:37][O:38][CH3:39])[CH:4]=1)(=[O:50])=[O:49], predict the reactants needed to synthesize it. The reactants are: [OH:1][CH2:2][C:3]1[CH:8]=[CH:7][C:6]([C:9]2[CH:10]=[C:11]3[C:16](=[C:17]([O:19][CH2:20][O:21][CH2:22][CH2:23][Si:24]([CH3:27])([CH3:26])[CH3:25])[CH:18]=2)[N:15]=[CH:14][N:13]([CH2:28][O:29][CH2:30][CH2:31][Si:32]([CH3:35])([CH3:34])[CH3:33])[C:12]3=[O:36])=[C:5]([CH2:37][O:38][CH3:39])[CH:4]=1.C(N(CC)CC)C.[CH3:47][S:48](Cl)(=[O:50])=[O:49]. (2) Given the product [C:1](=[O:16])([O:14][CH3:15])[O:2][C:3]1[CH:8]=[C:7]([N+:17]([O-:19])=[O:18])[C:6]([F:9])=[CH:5][C:4]=1[C:10]([CH3:11])([CH3:12])[CH3:13].[C:1](=[O:16])([O:14][CH3:15])[O:2][C:3]1[C:8]([N+:17]([O-:20])=[O:18])=[CH:7][C:6]([F:9])=[CH:5][C:4]=1[C:10]([CH3:11])([CH3:12])[CH3:13], predict the reactants needed to synthesize it. The reactants are: [C:1](=[O:16])([O:14][CH3:15])[O:2][C:3]1[CH:8]=[CH:7][C:6]([F:9])=[CH:5][C:4]=1[C:10]([CH3:13])([CH3:12])[CH3:11].[N+:17]([O-:20])([OH:19])=[O:18]. (3) Given the product [Cl:1][C:2]1[CH:3]=[CH:4][C:5]2[N:11]3[C:12]([C:15]([F:17])([F:18])[F:16])=[N:13][N:14]=[C:10]3[C@@H:9]([CH2:19][C:20]([OH:22])=[O:21])[S:8][C@H:7]([C:26]3[CH:31]=[CH:30][CH:29]=[CH:28][C:27]=3[Cl:32])[C:6]=2[CH:33]=1, predict the reactants needed to synthesize it. The reactants are: [Cl:1][C:2]1[CH:3]=[CH:4][C:5]2[N:11]3[C:12]([C:15]([F:18])([F:17])[F:16])=[N:13][N:14]=[C:10]3[C@@H:9]([CH2:19][C:20]([O:22]C(C)C)=[O:21])[S:8][C@H:7]([C:26]3[CH:31]=[CH:30][CH:29]=[CH:28][C:27]=3[Cl:32])[C:6]=2[CH:33]=1.Cl. (4) Given the product [CH:14]1([NH:19][C:20]2[C:25]([CH:26]=[N:13][C:3]3[C:2]([F:1])=[C:7]([O:8][CH3:9])[CH:6]=[C:5]([O:10][CH3:11])[C:4]=3[F:12])=[CH:24][N:23]=[C:22]([S:28][CH3:29])[N:21]=2)[CH2:15][CH2:16][CH2:17][CH2:18]1, predict the reactants needed to synthesize it. The reactants are: [F:1][C:2]1[C:7]([O:8][CH3:9])=[CH:6][C:5]([O:10][CH3:11])=[C:4]([F:12])[C:3]=1[NH2:13].[CH:14]1([NH:19][C:20]2[C:25]([CH:26]=O)=[CH:24][N:23]=[C:22]([S:28][CH3:29])[N:21]=2)[CH2:18][CH2:17][CH2:16][CH2:15]1.C12(CS(O)(=O)=O)C(C)(C)C(CC1)CC2=O. (5) Given the product [F:16][C:17]1[CH:18]=[CH:19][C:20]([C:23]2[O:27][N:26]=[C:25]([C:28]([N:7]3[CH2:6][C@H:5]([CH2:4][CH:1]4[CH2:2][CH2:3]4)[NH:10][C:9](=[O:11])[C@@H:8]3[CH2:12][CH:13]([CH3:15])[CH3:14])=[O:29])[CH:24]=2)=[CH:21][CH:22]=1, predict the reactants needed to synthesize it. The reactants are: [CH:1]1([CH2:4][C@@H:5]2[NH:10][C:9](=[O:11])[C@H:8]([CH2:12][CH:13]([CH3:15])[CH3:14])[NH:7][CH2:6]2)[CH2:3][CH2:2]1.[F:16][C:17]1[CH:22]=[CH:21][C:20]([C:23]2[O:27][N:26]=[C:25]([C:28](O)=[O:29])[CH:24]=2)=[CH:19][CH:18]=1.C([C@@H]1N(C(=O)/C=C/C2C=CC=CC=2)C[C@H](CC(C)C)NC1=O)C(C)C.